This data is from Reaction yield outcomes from USPTO patents with 853,638 reactions. The task is: Predict the reaction yield, written as a fraction of the theoretical maximum amount of product (1.0 means a 100% yield; for example, 0.34 means a 34% yield). The reactants are [C:1]([O:4][C@H:5]([CH3:38])[CH2:6][CH2:7][CH2:8][CH2:9][N:10]1[C:19](=[O:20])[C:18]2[N:17](CC3C=CC=CC=3)[C:16]([CH2:28][NH:29][O:30][C:31](=[O:36])[C:32]([F:35])([F:34])[F:33])=[N:15][C:14]=2[N:13]([CH3:37])[C:11]1=[O:12])(=[O:3])[CH3:2].[H][H]. The catalyst is [Pd].C(O)(=O)C. The product is [C:1]([O:4][C@H:5]([CH3:38])[CH2:6][CH2:7][CH2:8][CH2:9][N:10]1[C:19](=[O:20])[C:18]2[NH:17][C:16]([CH2:28][NH:29][O:30][C:31](=[O:36])[C:32]([F:35])([F:33])[F:34])=[N:15][C:14]=2[N:13]([CH3:37])[C:11]1=[O:12])(=[O:3])[CH3:2]. The yield is 0.850.